This data is from Catalyst prediction with 721,799 reactions and 888 catalyst types from USPTO. The task is: Predict which catalyst facilitates the given reaction. (1) Reactant: Br[C:2]1[CH:9]=[C:8]([S:10]([N:13]2[C:22]3[C:17](=[CH:18][C:19]([C:23]4[CH:28]=[CH:27][C:26]([C:29]([F:32])([F:31])[F:30])=[CH:25][CH:24]=4)=[CH:20][CH:21]=3)[CH2:16][C:15]([CH3:34])([CH3:33])[CH2:14]2)(=[O:12])=[O:11])[CH:7]=[CH:6][C:3]=1[C:4]#[N:5].BrC1[CH:37]=[C:38]2[C:43](=CC=1)NCC(C)(C)C2.BrC1C=C(S(Cl)(=O)=O)C=CC=1C#N.ClC1C=C(N2C3C(=CC(C4C=CC(C(F)(F)F)=CC=4)=CC=3)C(C)(C)CC2)C=CC=1C1NC(=O)ON=1.P([O-])([O-])([O-])=O.[K+].[K+].[K+].C1(P(C2CCCCC2)C2CCCCC2)CCCCC1.C1(B(O)O)CC1. Product: [CH:43]1([C:2]2[CH:9]=[C:8]([S:10]([N:13]3[C:22]4[C:17](=[CH:18][C:19]([C:23]5[CH:28]=[CH:27][C:26]([C:29]([F:30])([F:31])[F:32])=[CH:25][CH:24]=5)=[CH:20][CH:21]=4)[CH2:16][C:15]([CH3:33])([CH3:34])[CH2:14]3)(=[O:11])=[O:12])[CH:7]=[CH:6][C:3]=2[C:4]#[N:5])[CH2:38][CH2:37]1. The catalyst class is: 727. (2) Reactant: [F:1][C:2]1[CH:3]=[C:4]([C:9](=[O:16])[CH2:10][C:11]([O:13][CH2:14][CH3:15])=[O:12])[CH:5]=[CH:6][C:7]=1[F:8].[H-].[Na+].[F:19][C:20]([F:30])([F:29])[C:21]1[CH:28]=[CH:27][C:24]([CH2:25]Br)=[CH:23][CH:22]=1.O. Product: [F:1][C:2]1[CH:3]=[C:4]([C:9](=[O:16])[CH:10]([CH2:25][C:24]2[CH:23]=[CH:22][C:21]([C:20]([F:19])([F:29])[F:30])=[CH:28][CH:27]=2)[C:11]([O:13][CH2:14][CH3:15])=[O:12])[CH:5]=[CH:6][C:7]=1[F:8]. The catalyst class is: 57.